Task: Predict the product of the given reaction.. Dataset: Forward reaction prediction with 1.9M reactions from USPTO patents (1976-2016) (1) Given the reactants [OH:1][C@H:2]1[C@H:6]([OH:7])[C@@H:5]([CH2:8][OH:9])[NH:4][C@@H:3]1[CH2:10][C:11]([NH:13][CH2:14][CH3:15])=[O:12].[C:16]1([CH:22]([C:26]2[CH:31]=[CH:30][CH:29]=[CH:28][CH:27]=2)[CH2:23][CH:24]=O)[CH:21]=[CH:20][CH:19]=[CH:18][CH:17]=1, predict the reaction product. The product is: [C:16]1([CH:22]([C:26]2[CH:27]=[CH:28][CH:29]=[CH:30][CH:31]=2)[CH2:23][CH2:24][N:4]2[C@H:5]([CH2:8][OH:9])[C@@H:6]([OH:7])[C@H:2]([OH:1])[C@H:3]2[CH2:10][C:11]([NH:13][CH2:14][CH3:15])=[O:12])[CH:21]=[CH:20][CH:19]=[CH:18][CH:17]=1. (2) The product is: [CH3:7][C:4]1[N:3]([C:8]2[N:13]=[C:12]([CH2:14][C:15]([N:19]3[C:27]4[C:22](=[CH:23][C:24]([NH:28][C:29]([C:31]5[C:32]([C:37]6[CH:38]=[CH:39][C:40]([C:43]([F:44])([F:45])[F:46])=[CH:41][CH:42]=6)=[CH:33][CH:34]=[CH:35][CH:36]=5)=[O:30])=[CH:25][CH:26]=4)[CH2:21][CH2:20]3)=[O:17])[CH:11]=[CH:10][N:9]=2)[C:2]([CH3:1])=[CH:6][CH:5]=1. Given the reactants [CH3:1][C:2]1[N:3]([C:8]2[N:13]=[C:12]([CH2:14][C:15]([OH:17])=O)[CH:11]=[CH:10][N:9]=2)[C:4]([CH3:7])=[CH:5][CH:6]=1.Cl.[NH:19]1[C:27]2[C:22](=[CH:23][C:24]([NH:28][C:29]([C:31]3[C:32]([C:37]4[CH:42]=[CH:41][C:40]([C:43]([F:46])([F:45])[F:44])=[CH:39][CH:38]=4)=[CH:33][CH:34]=[CH:35][CH:36]=3)=[O:30])=[CH:25][CH:26]=2)[CH2:21][CH2:20]1.ON1C2C=CC=CC=2N=N1.Cl.CN(C)CCCN=C=NCC, predict the reaction product. (3) Given the reactants [N:1]1[CH:6]=[CH:5][CH:4]=[C:3]([N:7]2[CH:11]=[C:10]([NH2:12])[CH:9]=[N:8]2)[CH:2]=1.[CH3:13][C:14]([CH3:16])=O.FC(F)(F)C(O)=O.C(O[BH-](OC(=O)C)OC(=O)C)(=O)C.[Na+], predict the reaction product. The product is: [CH:14]([NH:12][C:10]1[CH:9]=[N:8][N:7]([C:3]2[CH:2]=[N:1][CH:6]=[CH:5][CH:4]=2)[CH:11]=1)([CH3:16])[CH3:13].